This data is from Reaction yield outcomes from USPTO patents with 853,638 reactions. The task is: Predict the reaction yield, written as a fraction of the theoretical maximum amount of product (1.0 means a 100% yield; for example, 0.34 means a 34% yield). The reactants are [CH2:1]([O:3][C:4]([C:6]1[CH:7]=[N:8][N:9]([C:11]2[N:15]([CH2:16][O:17][CH2:18][CH2:19][O:20][CH3:21])[C:14]3[CH:22]=[C:23]([Cl:37])[C:24]([S:26]SC4C=CC=CC=4[N+]([O-])=O)=[CH:25][C:13]=3[N:12]=2)[CH:10]=1)=[O:5])[CH3:2].[BH4-].[Na+]. The catalyst is CCO.O. The product is [CH2:1]([O:3][C:4]([C:6]1[CH:7]=[N:8][N:9]([C:11]2[N:15]([CH2:16][O:17][CH2:18][CH2:19][O:20][CH3:21])[C:14]3[CH:22]=[C:23]([Cl:37])[C:24]([SH:26])=[CH:25][C:13]=3[N:12]=2)[CH:10]=1)=[O:5])[CH3:2]. The yield is 0.480.